Dataset: NCI-60 drug combinations with 297,098 pairs across 59 cell lines. Task: Regression. Given two drug SMILES strings and cell line genomic features, predict the synergy score measuring deviation from expected non-interaction effect. (1) Drug 1: C1=CC=C(C=C1)NC(=O)CCCCCCC(=O)NO. Drug 2: CC1C(C(CC(O1)OC2CC(OC(C2O)C)OC3=CC4=CC5=C(C(=O)C(C(C5)C(C(=O)C(C(C)O)O)OC)OC6CC(C(C(O6)C)O)OC7CC(C(C(O7)C)O)OC8CC(C(C(O8)C)O)(C)O)C(=C4C(=C3C)O)O)O)O. Cell line: NCI-H522. Synergy scores: CSS=23.9, Synergy_ZIP=-0.490, Synergy_Bliss=0.260, Synergy_Loewe=-0.491, Synergy_HSA=0.0509. (2) Drug 1: CN(C)C1=NC(=NC(=N1)N(C)C)N(C)C. Drug 2: CC1=C(C=C(C=C1)NC(=O)C2=CC=C(C=C2)CN3CCN(CC3)C)NC4=NC=CC(=N4)C5=CN=CC=C5. Cell line: A498. Synergy scores: CSS=-6.52, Synergy_ZIP=3.55, Synergy_Bliss=1.82, Synergy_Loewe=-3.74, Synergy_HSA=-3.57. (3) Drug 1: C1=NC2=C(N=C(N=C2N1C3C(C(C(O3)CO)O)F)Cl)N. Drug 2: C1CN(P(=O)(OC1)NCCCl)CCCl. Cell line: KM12. Synergy scores: CSS=2.16, Synergy_ZIP=-0.509, Synergy_Bliss=1.62, Synergy_Loewe=-8.23, Synergy_HSA=1.54. (4) Cell line: MALME-3M. Drug 1: CC1OCC2C(O1)C(C(C(O2)OC3C4COC(=O)C4C(C5=CC6=C(C=C35)OCO6)C7=CC(=C(C(=C7)OC)O)OC)O)O. Synergy scores: CSS=10.1, Synergy_ZIP=-7.86, Synergy_Bliss=-6.54, Synergy_Loewe=-7.92, Synergy_HSA=-5.02. Drug 2: B(C(CC(C)C)NC(=O)C(CC1=CC=CC=C1)NC(=O)C2=NC=CN=C2)(O)O. (5) Cell line: RPMI-8226. Drug 1: C1CCN(CC1)CCOC2=CC=C(C=C2)C(=O)C3=C(SC4=C3C=CC(=C4)O)C5=CC=C(C=C5)O. Synergy scores: CSS=56.5, Synergy_ZIP=13.8, Synergy_Bliss=12.6, Synergy_Loewe=-59.6, Synergy_HSA=3.57. Drug 2: CCC1(CC2CC(C3=C(CCN(C2)C1)C4=CC=CC=C4N3)(C5=C(C=C6C(=C5)C78CCN9C7C(C=CC9)(C(C(C8N6C=O)(C(=O)OC)O)OC(=O)C)CC)OC)C(=O)OC)O.OS(=O)(=O)O. (6) Drug 1: C1=C(C(=O)NC(=O)N1)F. Drug 2: C1CCC(C(C1)N)N.C(=O)(C(=O)[O-])[O-].[Pt+4]. Cell line: SN12C. Synergy scores: CSS=15.5, Synergy_ZIP=-6.70, Synergy_Bliss=-7.11, Synergy_Loewe=-5.43, Synergy_HSA=-5.20. (7) Drug 1: C1=CC(=CC=C1CCCC(=O)O)N(CCCl)CCCl. Drug 2: COC1=NC(=NC2=C1N=CN2C3C(C(C(O3)CO)O)O)N. Cell line: MCF7. Synergy scores: CSS=22.1, Synergy_ZIP=1.95, Synergy_Bliss=7.74, Synergy_Loewe=-6.37, Synergy_HSA=5.30. (8) Drug 1: CC12CCC(CC1=CCC3C2CCC4(C3CC=C4C5=CN=CC=C5)C)O. Drug 2: C1=CC(=CC=C1CCC2=CNC3=C2C(=O)NC(=N3)N)C(=O)NC(CCC(=O)O)C(=O)O. Cell line: HCT116. Synergy scores: CSS=46.0, Synergy_ZIP=0.923, Synergy_Bliss=-0.0360, Synergy_Loewe=-9.92, Synergy_HSA=0.509. (9) Drug 1: C1=C(C(=O)NC(=O)N1)N(CCCl)CCCl. Drug 2: CC=C1C(=O)NC(C(=O)OC2CC(=O)NC(C(=O)NC(CSSCCC=C2)C(=O)N1)C(C)C)C(C)C. Cell line: K-562. Synergy scores: CSS=59.1, Synergy_ZIP=-1.58, Synergy_Bliss=2.56, Synergy_Loewe=0.276, Synergy_HSA=4.02. (10) Synergy scores: CSS=7.23, Synergy_ZIP=-0.422, Synergy_Bliss=5.64, Synergy_Loewe=4.67, Synergy_HSA=3.94. Drug 2: CS(=O)(=O)OCCCCOS(=O)(=O)C. Cell line: SNB-75. Drug 1: CN1C2=C(C=C(C=C2)N(CCCl)CCCl)N=C1CCCC(=O)O.Cl.